This data is from Catalyst prediction with 721,799 reactions and 888 catalyst types from USPTO. The task is: Predict which catalyst facilitates the given reaction. (1) Reactant: C(NC(C)C)(C)C.C([Li])CCC.[CH3:13][N:14]([CH3:17])[N:15]=O.[F:18][C:19]1[CH:26]=[CH:25][CH:24]=[CH:23][C:20]=1[C:21]#[N:22]. Product: [F:18][C:19]1[CH:26]=[CH:25][CH:24]=[CH:23][C:20]=1[C:21]1[N:22]=[N:15][N:14]([CH3:17])[CH:13]=1. The catalyst class is: 1. (2) Reactant: C(N(CC)CC)C.[CH3:8][N:9]1[C:17]2[C:12](=[CH:13][CH:14]=[CH:15][CH:16]=2)[C:11]([CH:18]=[O:19])=[N:10]1.[F:20][C:21]1[CH:38]=[CH:37][C:24]([CH:25]=[N:26][C:27]2[CH:32]=[C:31]([O:33][CH3:34])[CH:30]=[C:29]([O:35][CH3:36])[CH:28]=2)=[CH:23][CH:22]=1. Product: [CH3:34][O:33][C:31]1[CH:32]=[C:27]([NH:26][CH:25]([C:24]2[CH:23]=[CH:22][C:21]([F:20])=[CH:38][CH:37]=2)[C:18]([C:11]2[C:12]3[C:17](=[CH:16][CH:15]=[CH:14][CH:13]=3)[N:9]([CH3:8])[N:10]=2)=[O:19])[CH:28]=[C:29]([O:35][CH3:36])[CH:30]=1. The catalyst class is: 433. (3) Reactant: [NH2:1][C:2]1[CH:7]=[CH:6][C:5]([OH:8])=[CH:4][C:3]=1[N+:9]([O-:11])=[O:10].C[Si]([N-][Si](C)(C)C)(C)C.[K+].[CH3:22][N:23]([CH3:33])[C:24]([C:26]1[CH:31]=[C:30](Cl)[CH:29]=[CH:28][N:27]=1)=[O:25].C(=O)([O-])[O-].[K+].[K+]. Product: [CH3:22][N:23]([CH3:33])[C:24]([C:26]1[CH:31]=[C:30]([O:8][C:5]2[CH:6]=[CH:7][C:2]([NH2:1])=[C:3]([N+:9]([O-:11])=[O:10])[CH:4]=2)[CH:29]=[CH:28][N:27]=1)=[O:25]. The catalyst class is: 9. (4) Reactant: [CH3:1][NH:2][CH2:3][C:4]1[CH:9]=[CH:8][CH:7]=[CH:6][CH:5]=1.ClC(Cl)(O[C:14](=[O:20])OC(Cl)(Cl)Cl)Cl.[C:22]1([C:28]2[C:32]3[CH2:33][NH:34][CH2:35][CH2:36][C:31]=3[NH:30][N:29]=2)[CH:27]=[CH:26][CH:25]=[CH:24][CH:23]=1.O. Product: [CH2:3]([N:2]([CH3:1])[C:14]([N:34]1[CH2:35][CH2:36][C:31]2[NH:30][N:29]=[C:28]([C:22]3[CH:23]=[CH:24][CH:25]=[CH:26][CH:27]=3)[C:32]=2[CH2:33]1)=[O:20])[C:4]1[CH:9]=[CH:8][CH:7]=[CH:6][CH:5]=1. The catalyst class is: 2. (5) Reactant: [Cl:1][C:2]1[N:7]=[N:6][C:5]([N:8]2[CH2:13][CH2:12][NH:11][C@@H:10]([CH3:14])[CH2:9]2)=[C:4]2[CH:15]=[N:16][CH:17]=[CH:18][C:3]=12.[C:19](Cl)(=[O:26])[C:20]1[CH:25]=[CH:24][CH:23]=[CH:22][CH:21]=1.C(N(CC)CC)C.C(=O)(O)[O-].[Na+].[OH-].[Na+]. Product: [Cl:1][C:2]1[N:7]=[N:6][C:5]([N:8]2[CH2:13][CH2:12][N:11]([C:19]([C:20]3[CH:25]=[CH:24][CH:23]=[CH:22][CH:21]=3)=[O:26])[C@@H:10]([CH3:14])[CH2:9]2)=[C:4]2[CH:15]=[N:16][CH:17]=[CH:18][C:3]=12. The catalyst class is: 4. (6) Reactant: [Br:1][C:2]1[CH:7]=[CH:6][N:5]=[CH:4][C:3]=1[NH2:8].[CH:9](OC)(OC)OC.[H-].[H-].[H-].[H-].[Li+].[Al+3]. Product: [Br:1][C:2]1[CH:7]=[CH:6][N:5]=[CH:4][C:3]=1[NH:8][CH3:9]. The catalyst class is: 67.